From a dataset of Retrosynthesis with 50K atom-mapped reactions and 10 reaction types from USPTO. Predict the reactants needed to synthesize the given product. (1) Given the product CC(=O)N1CCOC(C(=O)OCc2ccccc2)C1, predict the reactants needed to synthesize it. The reactants are: CC(=O)OC(C)=O.O=C(OCc1ccccc1)C1CNCCO1. (2) Given the product O=C(OC12CC3CC(C1)C(O)C(C3)C2)C(F)(F)S(=O)(=O)[O-], predict the reactants needed to synthesize it. The reactants are: O=C1C2CC3CC1CC(OC(=O)C(F)(F)S(=O)(=O)[O-])(C3)C2. (3) Given the product C=C(C)C(=O)Nc1ccc(N)cc1, predict the reactants needed to synthesize it. The reactants are: C=C(C)C(=O)Nc1ccc([N+](=O)[O-])cc1. (4) Given the product Cc1ccc(-c2cc(C(C)(C)C)ccc2O)nc1, predict the reactants needed to synthesize it. The reactants are: COc1ccc(C(C)(C)C)cc1-c1ccc(C)cn1. (5) Given the product O=C(O)c1cn(C2CC2)c2nc3c(F)c(N4CCN(Cc5ccco5)CC4)c(F)cc3cc2c1=O, predict the reactants needed to synthesize it. The reactants are: CCOC(=O)c1cn(C2CC2)c2nc3c(F)c(N4CCN(Cc5ccco5)CC4)c(F)cc3cc2c1=O. (6) Given the product C[C@H](NC(=O)OC(C)(C)C)C(=O)Nc1cccc(F)c1C(=O)Nc1ccccc1, predict the reactants needed to synthesize it. The reactants are: C[C@H](NC(=O)OC(C)(C)C)C(=O)O.Nc1cccc(F)c1C(=O)Nc1ccccc1.